From a dataset of Full USPTO retrosynthesis dataset with 1.9M reactions from patents (1976-2016). Predict the reactants needed to synthesize the given product. Given the product [NH2:14][CH:12]([CH3:13])[CH:11]([C:17]1[C:18]([CH3:34])=[C:19]([NH:23][C:24](=[O:33])[O:25][CH2:26][C:27]2[CH:28]=[CH:29][CH:30]=[CH:31][CH:32]=2)[CH:20]=[CH:21][CH:22]=1)[C:6]1[C:5]2[C:9](=[CH:10][C:2]([Br:1])=[CH:3][CH:4]=2)[NH:8][CH:7]=1, predict the reactants needed to synthesize it. The reactants are: [Br:1][C:2]1[CH:10]=[C:9]2[C:5]([C:6]([CH:11]([C:17]3[C:18]([CH3:34])=[C:19]([NH:23][C:24](=[O:33])[O:25][CH2:26][C:27]4[CH:32]=[CH:31][CH:30]=[CH:29][CH:28]=4)[CH:20]=[CH:21][CH:22]=3)[CH:12]([N+:14]([O-])=O)[CH3:13])=[CH:7][NH:8]2)=[CH:4][CH:3]=1.[Cl-].[NH4+].